From a dataset of Full USPTO retrosynthesis dataset with 1.9M reactions from patents (1976-2016). Predict the reactants needed to synthesize the given product. (1) The reactants are: C([O:3][C:4](=O)[C:5]([CH2:16][CH:17]=[CH2:18])([C:9]1[CH:14]=[CH:13][C:12]([Br:15])=[CH:11][CH:10]=1)[CH2:6][CH:7]=[CH2:8])C.[H-].C([Al+]CC(C)C)C(C)C. Given the product [CH2:6]([C:5]([C:9]1[CH:10]=[CH:11][C:12]([Br:15])=[CH:13][CH:14]=1)([CH2:16][CH:17]=[CH2:18])[CH2:4][OH:3])[CH:7]=[CH2:8], predict the reactants needed to synthesize it. (2) Given the product [Br:9][C:5]1[C:6]([CH3:8])=[CH:7][C:2]([N:1]2[CH2:21][CH2:20][O:19][C:17]2=[O:18])=[N:3][CH:4]=1, predict the reactants needed to synthesize it. The reactants are: [NH2:1][C:2]1[CH:7]=[C:6]([CH3:8])[C:5]([Br:9])=[CH:4][N:3]=1.C([O-])([O-])=O.[K+].[K+].Cl[C:17]([O:19][CH2:20][CH2:21]Cl)=[O:18]. (3) Given the product [CH3:1][S:2][C:3]1[N:8]=[C:7]2[N:9]([CH2:29][C@H:30]3[CH2:31][CH2:32][C@H:33]([NH:36][C:37](=[O:43])[O:38][C:39]([CH3:42])([CH3:41])[CH3:40])[CH2:34][CH2:35]3)[N:10]=[C:11]([C:12]3[CH:13]=[CH:14][CH:15]=[CH:16][CH:17]=3)[C:6]2=[CH:5][N:4]=1, predict the reactants needed to synthesize it. The reactants are: [CH3:1][S:2][C:3]1[N:8]=[C:7]2[NH:9][N:10]=[C:11]([C:12]3[CH:17]=[CH:16][CH:15]=[CH:14][CH:13]=3)[C:6]2=[CH:5][N:4]=1.C(=O)([O-])[O-].[K+].[K+].CS(C)=O.Br[CH2:29][C@H:30]1[CH2:35][CH2:34][C@H:33]([NH:36][C:37](=[O:43])[O:38][C:39]([CH3:42])([CH3:41])[CH3:40])[CH2:32][CH2:31]1. (4) Given the product [F:9][C:3]1[CH:4]=[C:5]([OH:8])[CH:6]=[CH:7][C:2]=1[C:13]1[CH:12]=[C:11]([F:10])[C:16]([F:17])=[C:15]([F:18])[CH:14]=1, predict the reactants needed to synthesize it. The reactants are: Br[C:2]1[CH:7]=[CH:6][C:5]([OH:8])=[CH:4][C:3]=1[F:9].[F:10][C:11]1[CH:12]=[C:13](OB(O)O)[CH:14]=[C:15]([F:18])[C:16]=1[F:17].C(=O)([O-])[O-].[Na+].[Na+].C(COC)OC.O.